Task: Predict the reactants needed to synthesize the given product.. Dataset: Full USPTO retrosynthesis dataset with 1.9M reactions from patents (1976-2016) Given the product [CH2:1]([O:3][C:4](=[O:20])[CH:5]([O:17][CH2:18][CH3:19])[CH2:6][C:7]1[C:15]2[O:14][CH2:13][CH2:12][C:11]=2[C:10]([O:16][CH2:22][C:23]2[N:24]=[C:25]([C:29]3[CH:30]=[CH:31][C:32]([CH2:35][CH3:36])=[CH:33][CH:34]=3)[O:26][C:27]=2[CH3:28])=[CH:9][CH:8]=1)[CH3:2], predict the reactants needed to synthesize it. The reactants are: [CH2:1]([O:3][C:4](=[O:20])[CH:5]([O:17][CH2:18][CH3:19])[CH2:6][C:7]1[C:15]2[O:14][CH2:13][CH2:12][C:11]=2[C:10]([OH:16])=[CH:9][CH:8]=1)[CH3:2].Cl[CH2:22][C:23]1[N:24]=[C:25]([C:29]2[CH:34]=[CH:33][C:32]([CH2:35][CH3:36])=[CH:31][CH:30]=2)[O:26][C:27]=1[CH3:28].C(=O)([O-])[O-].[K+].[K+].[I-].[K+].